From a dataset of Catalyst prediction with 721,799 reactions and 888 catalyst types from USPTO. Predict which catalyst facilitates the given reaction. Reactant: C1(C)C=CC=CC=1P(C1C=CC=CC=1C)C1C=CC=CC=1C.C(N(CC)CC)C.[C:30]([O:34][C:35]([CH3:38])([CH3:37])[CH3:36])(=[O:33])[CH:31]=[CH2:32].Br[C:40]1[CH:41]=[C:42]([CH2:61][CH2:62][C:63]([O:65][CH3:66])=[O:64])[C:43]2[CH2:44][CH2:45][CH:46]([NH:50][S:51]([C:54]3[CH:59]=[CH:58][C:57]([Cl:60])=[CH:56][CH:55]=3)(=[O:53])=[O:52])[CH2:47][C:48]=2[CH:49]=1. Product: [Cl:60][C:57]1[CH:56]=[CH:55][C:54]([S:51]([NH:50][CH:46]2[CH2:47][C:48]3[C:49]([CH:32]=[CH:31][C:30]([O:34][C:35]([CH3:38])([CH3:37])[CH3:36])=[O:33])=[CH:40][CH:41]=[C:42]([CH2:61][CH2:62][C:63]([O:65][CH3:66])=[O:64])[C:43]=3[CH2:44][CH2:45]2)(=[O:53])=[O:52])=[CH:59][CH:58]=1. The catalyst class is: 274.